From a dataset of Reaction yield outcomes from USPTO patents with 853,638 reactions. Predict the reaction yield, written as a fraction of the theoretical maximum amount of product (1.0 means a 100% yield; for example, 0.34 means a 34% yield). (1) The reactants are Cl.[CH3:2][C:3]1[CH:4]=[C:5]([CH:15]([NH2:17])[CH3:16])[CH:6]=[N:7][C:8]=1[O:9][CH2:10][C:11]([F:14])([F:13])[F:12].[Cl:18][C:19]1[N:24]=[C:23]([C:25](O)=[O:26])[CH:22]=[C:21]([CH3:28])[N:20]=1. No catalyst specified. The product is [Cl:18][C:19]1[N:24]=[C:23]([C:25]([NH:17][CH:15]([C:5]2[CH:6]=[N:7][C:8]([O:9][CH2:10][C:11]([F:14])([F:12])[F:13])=[C:3]([CH3:2])[CH:4]=2)[CH3:16])=[O:26])[CH:22]=[C:21]([CH3:28])[N:20]=1. The yield is 0.690. (2) The reactants are [NH:1]1[C:5]2=[N:6][CH:7]=[CH:8][CH:9]=[C:4]2[CH2:3][CH2:2]1.[Br:10]N1C(=O)CCC1=O.C(=O)(O)[O-].[Na+]. The catalyst is CN(C)C=O. The product is [Br:10][C:8]1[CH:9]=[C:4]2[CH2:3][CH2:2][NH:1][C:5]2=[N:6][CH:7]=1. The yield is 0.480. (3) The reactants are [Cl-].O[NH3+:3].[C:4](=[O:7])([O-])[OH:5].[Na+].CS(C)=O.[F:13][CH2:14][CH2:15][O:16][C:17]1[CH:22]=[CH:21][C:20]([N:23]2[C:28](=[O:29])[C:27]([CH2:30][C:31]3[CH:36]=[CH:35][C:34]([C:37]4[C:38]([C:43]#[N:44])=[CH:39][CH:40]=[CH:41][CH:42]=4)=[CH:33][CH:32]=3)=[C:26]([CH2:45][CH2:46][CH3:47])[N:25]=[C:24]2[CH3:48])=[CH:19][CH:18]=1. The catalyst is C(OCC)(=O)C. The product is [CH2:45]([C:26]1[N:25]=[C:24]([CH3:48])[N:23]([C:20]2[CH:21]=[CH:22][C:17]([O:16][CH2:15][CH2:14][F:13])=[CH:18][CH:19]=2)[C:28](=[O:29])[C:27]=1[CH2:30][C:31]1[CH:36]=[CH:35][C:34]([C:37]2[CH:42]=[CH:41][CH:40]=[CH:39][C:38]=2[C:43]2[NH:3][C:4](=[O:7])[O:5][N:44]=2)=[CH:33][CH:32]=1)[CH2:46][CH3:47]. The yield is 0.880. (4) The reactants are [C:1]([N:9]1[CH2:22][CH2:21][C:20]2[C:19]3[C:18](Br)=[CH:17][CH:16]=[CH:15][C:14]=3[NH:13][C:12]=2[CH2:11][CH2:10]1)(=[O:8])[C:2]1[CH:7]=[CH:6][CH:5]=[CH:4][CH:3]=1.C(=O)([O-])[O-].[K+].[K+].[C:30]1(B(O)O)[CH:35]=[CH:34][CH:33]=[CH:32][CH:31]=1.CCOC(C)=O.CCCCCCC. The catalyst is O1CCCC1.CN(C)C(=O)C.C1C=CC([P]([Pd]([P](C2C=CC=CC=2)(C2C=CC=CC=2)C2C=CC=CC=2)([P](C2C=CC=CC=2)(C2C=CC=CC=2)C2C=CC=CC=2)[P](C2C=CC=CC=2)(C2C=CC=CC=2)C2C=CC=CC=2)(C2C=CC=CC=2)C2C=CC=CC=2)=CC=1. The product is [C:1]([N:9]1[CH2:22][CH2:21][C:20]2[C:19]3[C:18]([C:30]4[CH:35]=[CH:34][CH:33]=[CH:32][CH:31]=4)=[CH:17][CH:16]=[CH:15][C:14]=3[NH:13][C:12]=2[CH2:11][CH2:10]1)(=[O:8])[C:2]1[CH:7]=[CH:6][CH:5]=[CH:4][CH:3]=1. The yield is 0.950. (5) The reactants are [Cl:1][C:2]1[CH:7]=[CH:6][C:5]([S:8]([N:11]([C@H:19]([CH2:23][CH:24]([CH3:26])[CH3:25])[C:20]([NH2:22])=[O:21])[CH2:12][CH:13]2[CH2:18][CH2:17][NH:16][CH2:15][CH2:14]2)(=[O:10])=[O:9])=[CH:4][CH:3]=1.CCN(CC)CC.Cl.[C:35](Cl)(=[O:42])[C:36]1[CH:41]=[CH:40][N:39]=[CH:38][CH:37]=1.C([O-])(O)=O.[Na+]. The catalyst is C(Cl)Cl.CCOC(C)=O. The product is [Cl:1][C:2]1[CH:7]=[CH:6][C:5]([S:8]([N:11]([C@H:19]([CH2:23][CH:24]([CH3:26])[CH3:25])[C:20]([NH2:22])=[O:21])[CH2:12][CH:13]2[CH2:14][CH2:15][N:16]([C:35]([C:36]3[CH:41]=[CH:40][N:39]=[CH:38][CH:37]=3)=[O:42])[CH2:17][CH2:18]2)(=[O:9])=[O:10])=[CH:4][CH:3]=1. The yield is 0.300. (6) The reactants are [Cl:1][C:2]1[N:7]=[C:6]([C:8]([C:10]2[CH:15]=[CH:14][CH:13]=[CH:12][CH:11]=2)=[O:9])[C:5]([CH:16]=[CH2:17])=[C:4]([NH:18][CH3:19])[N:3]=1.[CH2:20]([Mg]Br)[CH:21]=[CH2:22].CCOC(C)=O. The catalyst is C1COCC1. The product is [Cl:1][C:2]1[N:7]=[C:6]([C:8]([C:10]2[CH:15]=[CH:14][CH:13]=[CH:12][CH:11]=2)([OH:9])[CH2:22][CH:21]=[CH2:20])[C:5]([CH:16]=[CH2:17])=[C:4]([NH:18][CH3:19])[N:3]=1. The yield is 0.300. (7) The reactants are [NH2:1][CH2:2][C:3]([N:5]1[C:13]2[C:8](=[CH:9][C:10](/[CH:14]=[CH:15]/[CH:16]([C:21]3[CH:26]=[C:25]([Cl:27])[C:24]([F:28])=[C:23]([Cl:29])[CH:22]=3)[C:17]([F:20])([F:19])[F:18])=[CH:11][CH:12]=2)[CH:7]=[CH:6]1)=[O:4].[F:30][C:31]([F:37])([F:36])[CH2:32][C:33](O)=[O:34].C1CN([P+](ON2N=NC3C=CC=CC2=3)(N2CCCC2)N2CCCC2)CC1.F[P-](F)(F)(F)(F)F.CCN(C(C)C)C(C)C. The catalyst is C(Cl)Cl. The product is [Cl:27][C:25]1[CH:26]=[C:21]([CH:16]([C:17]([F:19])([F:20])[F:18])/[CH:15]=[CH:14]/[C:10]2[CH:9]=[C:8]3[C:13](=[CH:12][CH:11]=2)[N:5]([C:3](=[O:4])[CH2:2][NH:1][C:33](=[O:34])[CH2:32][C:31]([F:37])([F:36])[F:30])[CH:6]=[CH:7]3)[CH:22]=[C:23]([Cl:29])[C:24]=1[F:28]. The yield is 0.600.